From a dataset of Full USPTO retrosynthesis dataset with 1.9M reactions from patents (1976-2016). Predict the reactants needed to synthesize the given product. (1) Given the product [F:25][C:26]1[CH:27]=[CH:28][C:29]([O:30][C:31]2[CH:36]=[C:35]([C:37]([F:38])([F:39])[F:40])[CH:34]=[CH:33][C:32]=2[O:18][C@@H:16]([CH3:17])[CH2:15][CH2:14][S:13][C:10]2[CH:11]=[CH:12][C:7]([CH2:6][CH2:5][C:4]([OH:3])=[O:24])=[C:8]([CH3:23])[CH:9]=2)=[CH:42][CH:43]=1, predict the reactants needed to synthesize it. The reactants are: C([O:3][C:4](=[O:24])[CH2:5][CH2:6][C:7]1[CH:12]=[CH:11][C:10]([S:13][CH2:14][CH2:15][C@H:16]([O:18]S(C)(=O)=O)[CH3:17])=[CH:9][C:8]=1[CH3:23])C.[F:25][C:26]1[CH:43]=[CH:42][C:29]([O:30][C:31]2[CH:36]=[C:35]([C:37]([F:40])([F:39])[F:38])[CH:34]=[CH:33][C:32]=2O)=[CH:28][CH:27]=1. (2) Given the product [C:1]([O:5][C:6](=[O:23])[NH:7][C:8]1[CH:13]=[C:12]([N:14]([CH2:16][CH:17]([CH3:18])[CH3:19])[CH3:15])[C:11]([C:20]#[N:21])=[CH:10][C:9]=1[NH:22][C:29](=[O:28])[CH2:30][C:31](=[O:51])[C:32]1[CH:37]=[CH:36][CH:35]=[C:34]([N:38]2[C:42]([CH2:43][O:44][CH:45]3[CH2:50][CH2:49][CH2:48][CH2:47][O:46]3)=[CH:41][N:40]=[N:39]2)[CH:33]=1)([CH3:3])([CH3:4])[CH3:2], predict the reactants needed to synthesize it. The reactants are: [C:1]([O:5][C:6](=[O:23])[NH:7][C:8]1[CH:13]=[C:12]([N:14]([CH2:16][CH:17]([CH3:19])[CH3:18])[CH3:15])[C:11]([C:20]#[N:21])=[CH:10][C:9]=1[NH2:22])([CH3:4])([CH3:3])[CH3:2].C([O:28][C:29](=O)[CH2:30][C:31](=[O:51])[C:32]1[CH:37]=[CH:36][CH:35]=[C:34]([N:38]2[C:42]([CH2:43][O:44][CH:45]3[CH2:50][CH2:49][CH2:48][CH2:47][O:46]3)=[CH:41][N:40]=[N:39]2)[CH:33]=1)(C)(C)C. (3) Given the product [ClH:35].[CH3:1][C:2]1([CH3:27])[CH2:7][CH2:6][CH:5]([C:8]2[S:26][C:11]3[N:12]=[C:13]([CH3:25])[N:14]=[C:15]([CH2:16][N:17]4[CH2:22][CH2:21][N:20]([C:37](=[O:39])[CH3:38])[CH2:19][C:18]4([CH3:23])[CH3:24])[C:10]=3[CH:9]=2)[CH2:4][CH2:3]1, predict the reactants needed to synthesize it. The reactants are: [CH3:1][C:2]1([CH3:27])[CH2:7][CH2:6][CH:5]([C:8]2[S:26][C:11]3[N:12]=[C:13]([CH3:25])[N:14]=[C:15]([CH2:16][N:17]4[CH2:22][CH2:21][NH:20][CH2:19][C:18]4([CH3:24])[CH3:23])[C:10]=3[CH:9]=2)[CH2:4][CH2:3]1.N1C=CC=CC=1.C(Cl)[Cl:35].[C:37](OC(=O)C)(=[O:39])[CH3:38]. (4) Given the product [Cl:1][C:2]1[CH:10]=[CH:9][CH:8]=[C:7]2[C:3]=1[C:4](=[O:12])[C:5](=[O:11])[N:6]2[CH3:13], predict the reactants needed to synthesize it. The reactants are: [Cl:1][C:2]1[CH:10]=[CH:9][CH:8]=[C:7]2[C:3]=1[C:4](=[O:12])[C:5](=[O:11])[NH:6]2.[C:13](=O)([O-])[O-].[K+].[K+].IC. (5) Given the product [CH2:10]([C:12]1[C:22]([C:23]([CH3:25])([CH3:24])[CH3:26])=[C:21]([OH:27])[C:20]([C:28]([CH3:29])([CH3:31])[CH3:30])=[CH:19][C:13]=1[CH2:14][P:15](=[O:16])([O-:18])[O-:17])[CH3:11].[CH2:10]([C:12]1[C:22]([C:23]([CH3:25])([CH3:24])[CH3:26])=[C:21]([OH:27])[C:20]([C:28]([CH3:29])([CH3:31])[CH3:30])=[CH:19][C:13]=1[CH2:14][P:15](=[O:16])([O-:18])[O-:17])[CH3:11].[Sr+2:5].[Sr+2:5], predict the reactants needed to synthesize it. The reactants are: [N+]([O-])([O-])=O.[Sr+2:5].[N+]([O-])([O-])=O.[CH2:10]([C:12]1[C:22]([C:23]([CH3:26])([CH3:25])[CH3:24])=[C:21]([OH:27])[C:20]([C:28]([CH3:31])([CH3:30])[CH3:29])=[CH:19][C:13]=1[CH2:14][P:15](=[O:18])([O-:17])[O-:16])[CH3:11].[Na+].[Na+].